This data is from Catalyst prediction with 721,799 reactions and 888 catalyst types from USPTO. The task is: Predict which catalyst facilitates the given reaction. (1) Reactant: [C:1]([O:5][C:6]([NH:8][CH:9]([CH:13]([OH:15])[CH3:14])[C:10]([OH:12])=[O:11])=[O:7])([CH3:4])([CH3:3])[CH3:2].C([O-])([O-])=O.[K+].[K+].Br[CH2:23][C:24]1[CH:29]=[CH:28][CH:27]=[CH:26][CH:25]=1. Product: [CH2:23]([O:11][C:10](=[O:12])[CH:9]([NH:8][C:6]([O:5][C:1]([CH3:4])([CH3:3])[CH3:2])=[O:7])[CH:13]([OH:15])[CH3:14])[C:24]1[CH:29]=[CH:28][CH:27]=[CH:26][CH:25]=1. The catalyst class is: 18. (2) Reactant: [CH3:1][C:2]1[C:15]2[N:14]([CH2:16][CH2:17][CH2:18][NH2:19])[C:13]3[C:8](=[CH:9][CH:10]=[CH:11][CH:12]=3)[S:7](=[O:20])[C:6]=2[CH:5]=[CH:4][C:3]=1[CH3:21].[CH:22](=O)[C:23]1[CH:28]=[CH:27][CH:26]=[CH:25][CH:24]=1.O. Product: [CH3:1][C:2]1[C:15]2[N:14]([CH2:16][CH2:17][CH2:18][NH:19][CH2:22][C:23]3[CH:28]=[CH:27][CH:26]=[CH:25][CH:24]=3)[C:13]3[C:8](=[CH:9][CH:10]=[CH:11][CH:12]=3)[S:7](=[O:20])[C:6]=2[CH:5]=[CH:4][C:3]=1[CH3:21]. The catalyst class is: 11.